Dataset: NCI-60 drug combinations with 297,098 pairs across 59 cell lines. Task: Regression. Given two drug SMILES strings and cell line genomic features, predict the synergy score measuring deviation from expected non-interaction effect. (1) Drug 1: CCC(=C(C1=CC=CC=C1)C2=CC=C(C=C2)OCCN(C)C)C3=CC=CC=C3.C(C(=O)O)C(CC(=O)O)(C(=O)O)O. Drug 2: CN(CCCl)CCCl.Cl. Cell line: T-47D. Synergy scores: CSS=22.6, Synergy_ZIP=-6.24, Synergy_Bliss=-3.09, Synergy_Loewe=-1.63, Synergy_HSA=-0.480. (2) Drug 1: CCCS(=O)(=O)NC1=C(C(=C(C=C1)F)C(=O)C2=CNC3=C2C=C(C=N3)C4=CC=C(C=C4)Cl)F. Drug 2: C1=NC(=NC(=O)N1C2C(C(C(O2)CO)O)O)N. Cell line: BT-549. Synergy scores: CSS=0.704, Synergy_ZIP=-2.17, Synergy_Bliss=0.964, Synergy_Loewe=-8.01, Synergy_HSA=-1.50. (3) Drug 1: C1=CN(C(=O)N=C1N)C2C(C(C(O2)CO)O)O.Cl. Drug 2: CCC1=C2CN3C(=CC4=C(C3=O)COC(=O)C4(CC)O)C2=NC5=C1C=C(C=C5)O. Cell line: COLO 205. Synergy scores: CSS=59.6, Synergy_ZIP=-2.44, Synergy_Bliss=-2.87, Synergy_Loewe=-1.16, Synergy_HSA=2.24.